The task is: Predict which catalyst facilitates the given reaction.. This data is from Catalyst prediction with 721,799 reactions and 888 catalyst types from USPTO. (1) Reactant: [C:9](O[C:9]([O:11][C:12]([CH3:15])([CH3:14])[CH3:13])=[O:10])([O:11][C:12]([CH3:15])([CH3:14])[CH3:13])=[O:10].[S:16]1[CH:20]=[CH:19][CH:18]=[C:17]1[O:21][CH2:22][CH2:23][C:24]1[N:33]=[C:32]2[C:27]([CH2:28][CH2:29][CH2:30][NH:31]2)=[CH:26][CH:25]=1.C1COCC1. Product: [S:16]1[CH:20]=[CH:19][CH:18]=[C:17]1[O:21][CH2:22][CH2:23][C:24]1[N:33]=[C:32]2[C:27]([CH2:28][CH2:29][CH2:30][N:31]2[C:9]([O:11][C:12]([CH3:13])([CH3:14])[CH3:15])=[O:10])=[CH:26][CH:25]=1. The catalyst class is: 2. (2) Reactant: [CH2:1]([O:8][C:9]1[C:10]([NH2:21])=[CH:11][C:12]2[C:17]([CH:18]=1)=[CH:16][CH:15]=[C:14]([O:19][CH3:20])[CH:13]=2)[C:2]1[CH:7]=[CH:6][CH:5]=[CH:4][CH:3]=1.C(=O)([O-])[O-].[K+].[K+].Br[CH2:29][C:30]([O:32][CH3:33])=[O:31].O. Product: [CH3:33][O:32][C:30](=[O:31])[CH2:29][NH:21][C:10]1[C:9]([O:8][CH2:1][C:2]2[CH:3]=[CH:4][CH:5]=[CH:6][CH:7]=2)=[CH:18][C:17]2[C:12](=[CH:13][C:14]([O:19][CH3:20])=[CH:15][CH:16]=2)[CH:11]=1. The catalyst class is: 3. (3) Reactant: [Cl:1][C:2]1[CH:7]=[CH:6][C:5]([S:8][CH2:9][CH:10](OCC)OCC)=[CH:4][CH:3]=1. Product: [Cl:1][C:2]1[CH:3]=[CH:4][C:5]2[S:8][CH:9]=[CH:10][C:6]=2[CH:7]=1. The catalyst class is: 159. (4) Reactant: Cl.C(OC(=O)[NH:8][C@H:9]([C:17](=[O:31])[NH:18][C@H:19]1[CH2:25][CH2:24][C@@H:23]([CH3:26])[N:22]([CH2:27][CH2:28][CH3:29])[CH2:21][C@@H:20]1[OH:30])[CH2:10][CH:11]1[CH2:16][CH2:15][CH2:14][CH2:13][CH2:12]1)(C)(C)C. Product: [NH2:8][C@@H:9]([CH2:10][CH:11]1[CH2:12][CH2:13][CH2:14][CH2:15][CH2:16]1)[C:17]([NH:18][C@H:19]1[CH2:25][CH2:24][C@@H:23]([CH3:26])[N:22]([CH2:27][CH2:28][CH3:29])[CH2:21][C@@H:20]1[OH:30])=[O:31]. The catalyst class is: 169. (5) Reactant: [CH3:1][O:2][C:3]1[C:8]([NH:9][C:10](=[O:16])[O:11][C:12]([CH3:15])([CH3:14])[CH3:13])=[CH:7][CH:6]=[CH:5][N:4]=1.CN(C)CCN(C)C.CCCCCC.C([Li])CCC.[CH2:36](Br)[C:37]1[CH:42]=[CH:41][CH:40]=[CH:39][CH:38]=1.C(=O)([O-])O.[Na+]. Product: [CH2:36]([C:7]1[CH:6]=[CH:5][N:4]=[C:3]([O:2][CH3:1])[C:8]=1[NH:9][C:10](=[O:16])[O:11][C:12]([CH3:13])([CH3:15])[CH3:14])[C:37]1[CH:42]=[CH:41][CH:40]=[CH:39][CH:38]=1. The catalyst class is: 27.